From a dataset of Forward reaction prediction with 1.9M reactions from USPTO patents (1976-2016). Predict the product of the given reaction. (1) Given the reactants [Cl:1][CH2:2][C:3](Cl)=[O:4].Cl.[NH:7]1[CH2:12][CH2:11][CH2:10][C@@H:9]([NH:13][C:14]2[C:19](=[O:20])[NH:18][CH:17]=[C:16]([C:21]3[CH:26]=[CH:25][N:24]=[CH:23][CH:22]=3)[CH:15]=2)[CH2:8]1.C(N(CC)CC)C, predict the reaction product. The product is: [Cl:1][CH2:2][C:3]([N:7]1[CH2:12][CH2:11][CH2:10][C@@H:9]([NH:13][C:14]2[C:19](=[O:20])[NH:18][CH:17]=[C:16]([C:21]3[CH:26]=[CH:25][N:24]=[CH:23][CH:22]=3)[CH:15]=2)[CH2:8]1)=[O:4]. (2) Given the reactants C[O:2][C:3]([C:5]1[N:9]=[CH:8][N:7]([C:10]2[CH:15]=[CH:14][C:13]([C:16]#[N:17])=[CH:12][C:11]=2[F:18])[N:6]=1)=[O:4].[OH-].[Na+], predict the reaction product. The product is: [C:16]([C:13]1[CH:14]=[CH:15][C:10]([N:7]2[CH:8]=[N:9][C:5]([C:3]([OH:4])=[O:2])=[N:6]2)=[C:11]([F:18])[CH:12]=1)#[N:17]. (3) Given the reactants [NH2:1][S:2]([C:5]1[CH:10]=[CH:9][C:8]([N:11]2[C:15]([C:16]3[CH:21]=[CH:20][C:19]([F:22])=[CH:18][CH:17]=3)=[CH:14][C:13]([C:23](O)=[O:24])=[N:12]2)=[CH:7][CH:6]=1)(=[O:4])=[O:3].O.ON1C2C=CC=CC=2N=N1.Cl.CN(C)CCCN=C=NCC.[Cl:49][C:50]1[CH:51]=[C:52]([CH:54]=[CH:55][CH:56]=1)[NH2:53].C(O)(=O)CC(CC(O)=O)(C(O)=O)O, predict the reaction product. The product is: [Cl:49][C:50]1[CH:51]=[C:52]([NH:53][C:23]([C:13]2[CH:14]=[C:15]([C:16]3[CH:17]=[CH:18][C:19]([F:22])=[CH:20][CH:21]=3)[N:11]([C:8]3[CH:7]=[CH:6][C:5]([S:2]([NH2:1])(=[O:4])=[O:3])=[CH:10][CH:9]=3)[N:12]=2)=[O:24])[CH:54]=[CH:55][CH:56]=1. (4) Given the reactants [Si:1]([O:18][CH2:19][CH2:20][C@@H:21]([CH3:46])[C@H:22]([N:28]([CH3:45])[C:29](=[O:44])[C@@H:30]([N:32]([CH3:43])[C:33](=[O:42])[O:34][CH2:35][C:36]1[CH:41]=[CH:40][CH:39]=[CH:38][CH:37]=1)[CH3:31])[C:23]1[O:24]C=CC=1)([C:14]([CH3:17])([CH3:16])[CH3:15])([C:8]1[CH:13]=[CH:12][CH:11]=[CH:10][CH:9]=1)[C:2]1[CH:7]=[CH:6][CH:5]=[CH:4][CH:3]=1.[OH2:47].C(Cl)(Cl)(Cl)Cl.CC#N, predict the reaction product. The product is: [CH2:35]([O:34][C:33]([N:32]([CH3:43])[C@@H:30]([CH3:31])[C:29]([N:28]([C@@H:22]([C@H:21]([CH3:46])[CH2:20][CH2:19][O:18][Si:1]([C:14]([CH3:17])([CH3:15])[CH3:16])([C:8]1[CH:13]=[CH:12][CH:11]=[CH:10][CH:9]=1)[C:2]1[CH:7]=[CH:6][CH:5]=[CH:4][CH:3]=1)[C:23]([OH:24])=[O:47])[CH3:45])=[O:44])=[O:42])[C:36]1[CH:41]=[CH:40][CH:39]=[CH:38][CH:37]=1. (5) Given the reactants [Br:1][C:2]1[C:11]2[C:6](=[CH:7][CH:8]=[CH:9][CH:10]=2)[C:5]([C:12](=O)[CH3:13])=[CH:4][CH:3]=1.[CH3:15][C:16]1([CH3:22])[CH2:21][O:20][CH2:19][CH2:18][NH:17]1.[BH-](OC(C)=O)(OC(C)=O)OC(C)=O.[Na+].C([O-])(O)=O.[Na+], predict the reaction product. The product is: [Br:1][C:2]1[C:11]2[C:6](=[CH:7][CH:8]=[CH:9][CH:10]=2)[C:5]([CH:12]([N:17]2[CH2:18][CH2:19][O:20][CH2:21][C:16]2([CH3:22])[CH3:15])[CH3:13])=[CH:4][CH:3]=1.